The task is: Predict the reaction yield, written as a fraction of the theoretical maximum amount of product (1.0 means a 100% yield; for example, 0.34 means a 34% yield).. This data is from Reaction yield outcomes from USPTO patents with 853,638 reactions. (1) The reactants are [Br:1][C:2]1[CH:3]=[CH:4][C:5]([C:8]([OH:10])=O)=[N:6][CH:7]=1.CCN(C(C)C)C(C)C.CN(C(ON1N=NC2C=CC=CC1=2)=[N+](C)C)C.[B-](F)(F)(F)F.[C:42]([NH2:46])([CH3:45])([CH3:44])[CH3:43]. The catalyst is O1CCOCC1. The product is [C:42]([NH:46][C:8]([C:5]1[CH:4]=[CH:3][C:2]([Br:1])=[CH:7][N:6]=1)=[O:10])([CH3:45])([CH3:44])[CH3:43]. The yield is 0.920. (2) The reactants are [Cl:1][C:2]1[CH:8]=[CH:7][C:5]([NH2:6])=[CH:4][CH:3]=1.[CH:9](O)=[O:10]. No catalyst specified. The product is [Cl:1][C:2]1[CH:8]=[CH:7][C:5]([NH:6][CH:9]=[O:10])=[CH:4][CH:3]=1. The yield is 0.970. (3) The reactants are [NH2:1][CH2:2][C@@H:3]1[O:7][C:6](=[O:8])[N:5]([C:9]2[CH:14]=[CH:13][C:12]([I:15])=[C:11]([F:16])[CH:10]=2)[CH2:4]1.C(N(CC)CC)C.[C:24](OC(=O)C)(=[O:26])[CH3:25]. The catalyst is C(Cl)Cl. The product is [F:16][C:11]1[CH:10]=[C:9]([N:5]2[CH2:4][C@H:3]([CH2:2][NH:1][C:24](=[O:26])[CH3:25])[O:7][C:6]2=[O:8])[CH:14]=[CH:13][C:12]=1[I:15]. The yield is 0.965. (4) The reactants are C([O:14][C:15]1[C:16]2[C:29](=[O:30])[N:28](CC3C=CC(OC)=CC=3OC)[C:27](=O)[C:17]=2[C:18]([O:25][CH3:26])=[C:19]2[C:24]=1[N:23]=[CH:22][CH:21]=[CH:20]2)(C1C=CC=CC=1)C1C=CC=CC=1.O.C(O)(C)C.[BH4-].[Li+]. The catalyst is O1CCCC1.CO. The product is [OH:14][C:15]1[C:16]2[C:29](=[O:30])[NH:28][CH2:27][C:17]=2[C:18]([O:25][CH3:26])=[C:19]2[C:24]=1[N:23]=[CH:22][CH:21]=[CH:20]2. The yield is 1.13. (5) The reactants are [OH:1][C:2]1([C:8]2[N:13]=[C:12]([C:14]#[N:15])[CH:11]=[CH:10][CH:9]=2)[CH2:7][CH2:6][O:5][CH2:4][CH2:3]1.Cl.CO. The catalyst is C1COCC1. The product is [OH:1][C:2]1([C:8]2[N:13]=[C:12]([CH2:14][NH2:15])[CH:11]=[CH:10][CH:9]=2)[CH2:3][CH2:4][O:5][CH2:6][CH2:7]1. The yield is 0.640. (6) The reactants are Br[C:2]1[CH:7]=[C:6]([CH3:8])[C:5]([C:9]([F:12])([F:11])[F:10])=[CH:4][C:3]=1[N+:13]([O-:15])=[O:14].[Cu][C:17]#[N:18].Cl. The catalyst is CN1CCCC1=O. The product is [CH3:8][C:6]1[C:5]([C:9]([F:12])([F:11])[F:10])=[CH:4][C:3]([N+:13]([O-:15])=[O:14])=[C:2]([CH:7]=1)[C:17]#[N:18]. The yield is 0.880. (7) The reactants are [F:1][C:2]([F:7])([F:6])[C:3](O)=[O:4].S(Cl)(Cl)=O.[NH2:12][C:13]1[CH:18]=[CH:17][CH:16]=[CH:15][N:14]=1.C(=O)([O-])[O-].[K+].[K+].[Cl:25][C:26]1[CH:31]=[CH:30][C:29]([CH2:32]Cl)=[CH:28][N:27]=1. The catalyst is CN1CCCC1=O.O.C1(C)C=CC=CC=1.CN(C)C=O. The product is [Cl:25][C:26]1[N:27]=[CH:28][C:29]([CH2:32][N:14]2[CH:15]=[CH:16][CH:17]=[CH:18][C:13]2=[N:12][C:3](=[O:4])[C:2]([F:7])([F:6])[F:1])=[CH:30][CH:31]=1. The yield is 0.533. (8) The reactants are [C:1]([O:5][C:6]([NH:8][C@@H:9]1[CH2:14][CH2:13][CH2:12][N:11]([C:15]([O:17][CH2:18][C:19]2[CH:24]=[CH:23][CH:22]=[CH:21][CH:20]=2)=[O:16])[CH2:10]1)=[O:7])([CH3:4])([CH3:3])[CH3:2].[H-].[Na+].I[CH2:28][CH3:29].O. The catalyst is CN(C=O)C. The product is [C:1]([O:5][C:6]([N:8]([CH2:28][CH3:29])[C@@H:9]1[CH2:14][CH2:13][CH2:12][N:11]([C:15]([O:17][CH2:18][C:19]2[CH:24]=[CH:23][CH:22]=[CH:21][CH:20]=2)=[O:16])[CH2:10]1)=[O:7])([CH3:4])([CH3:2])[CH3:3]. The yield is 0.920.